This data is from Full USPTO retrosynthesis dataset with 1.9M reactions from patents (1976-2016). The task is: Predict the reactants needed to synthesize the given product. Given the product [Cl:1][CH2:2][CH2:3][CH2:4][C:5]([NH:8][C:9]1[CH:26]=[CH:25][CH:24]=[C:11]([CH2:12][C:13]2[C:22]3[C:17](=[CH:18][CH:19]=[CH:20][CH:21]=3)[C:16](=[O:23])[NH:15][N:14]=2)[CH:10]=1)=[O:6], predict the reactants needed to synthesize it. The reactants are: [Cl:1][CH2:2][CH2:3][CH2:4][C:5](Cl)=[O:6].[NH2:8][C:9]1[CH:10]=[C:11]([CH:24]=[CH:25][CH:26]=1)[CH2:12][C:13]1[C:22]2[C:17](=[CH:18][CH:19]=[CH:20][CH:21]=2)[C:16](=[O:23])[NH:15][N:14]=1.C(N(CC)CC)C.